From a dataset of Forward reaction prediction with 1.9M reactions from USPTO patents (1976-2016). Predict the product of the given reaction. (1) Given the reactants [CH2:1]([O:8][C:9]1[CH:10]=[C:11]2[C:16](=[CH:17][C:18]=1[O:19][CH3:20])[CH:15](/[CH:21]=[CH:22]/[C:23]1[CH:28]=[C:27]([O:29][CH2:30][C:31]3[CH:36]=[CH:35][CH:34]=[CH:33][CH:32]=3)[C:26]([O:37][CH3:38])=[CH:25][C:24]=1[CH3:39])[NH:14][CH2:13][CH2:12]2)[C:2]1[CH:7]=[CH:6][CH:5]=[CH:4][CH:3]=1.[N:40]1[CH:45]=[CH:44][N:43]=[CH:42][C:41]=1[C:46](O)=[O:47].CCN(C(C)C)C(C)C.CN(C(ON1N=NC2C=CC=NC1=2)=[N+](C)C)C.F[P-](F)(F)(F)(F)F, predict the reaction product. The product is: [CH2:1]([O:8][C:9]1[CH:10]=[C:11]2[C:16](=[CH:17][C:18]=1[O:19][CH3:20])[CH:15](/[CH:21]=[CH:22]/[C:23]1[CH:28]=[C:27]([O:29][CH2:30][C:31]3[CH:32]=[CH:33][CH:34]=[CH:35][CH:36]=3)[C:26]([O:37][CH3:38])=[CH:25][C:24]=1[CH3:39])[N:14]([C:46]([C:41]1[CH:42]=[N:43][CH:44]=[CH:45][N:40]=1)=[O:47])[CH2:13][CH2:12]2)[C:2]1[CH:7]=[CH:6][CH:5]=[CH:4][CH:3]=1. (2) Given the reactants [CH:1](=O)[CH2:2][CH2:3][CH2:4][CH2:5][CH:6]=[CH2:7].[C:9]([NH:16][NH2:17])([O:11][C:12]([CH3:15])([CH3:14])[CH3:13])=[O:10].[BH3-]C#N.[Na+].C([O-])(O)=O.[Na+], predict the reaction product. The product is: [C:12]([O:11][C:9]([NH:16][NH:17][CH2:1][CH2:2][CH2:3][CH2:4][CH2:5][CH:6]=[CH2:7])=[O:10])([CH3:15])([CH3:14])[CH3:13].